From a dataset of Reaction yield outcomes from USPTO patents with 853,638 reactions. Predict the reaction yield, written as a fraction of the theoretical maximum amount of product (1.0 means a 100% yield; for example, 0.34 means a 34% yield). (1) The yield is 0.330. The catalyst is CS(C)=O. The reactants are [Cl:1][C:2]1[N:3]=[C:4]([NH:11][C:12]2[CH:13]=[C:14]([CH:18]=[CH:19][CH:20]=2)[C:15]([OH:17])=O)[C:5]2[S:10][CH2:9][CH2:8][C:6]=2[N:7]=1.CN(C(ON1N=[N:36][C:31]2C=[CH:33][CH:34]=[N:35][C:30]1=2)=[N+](C)C)C.F[P-](F)(F)(F)(F)F.[CH:45](N(C(C)C)CC)(C)C.ClC1N=C(CCCN)C2S(=O)(=O)CCC=2N=1. The product is [CH3:45][N:35]1[CH2:30][CH2:31][N:36]([C:15]([C:14]2[CH:18]=[CH:19][CH:20]=[C:12]([NH:11][C:4]3[C:5]4[S:10][CH2:9][CH2:8][C:6]=4[N:7]=[C:2]([Cl:1])[N:3]=3)[CH:13]=2)=[O:17])[CH2:33][CH2:34]1. (2) The reactants are [CH3:1][O:2][C:3]1[CH:4]=[C:5]2[CH2:14][CH:13]([CH2:15][CH:16]3[CH2:21][CH2:20][N:19]([CH2:22][C:23]4[CH:24]=[CH:25][CH:26]=[CH:27][CH:28]=4)[CH2:18][CH2:17]3)[C:11](=[O:12])[C:6]2=[CH:7][C:8]=1[O:9][CH3:10].C(O)(=O)C.C[Si](C)(C)[Cl:35]. The catalyst is CC(C)=O. The yield is 0.985. The product is [CH3:1][O:2][C:3]1[CH:4]=[C:5]2[CH2:14][CH:13]([CH2:15][CH:16]3[CH2:17][CH2:18][N:19]([CH2:22][C:23]4[CH:28]=[CH:27][CH:26]=[CH:25][CH:24]=4)[CH2:20][CH2:21]3)[C:11](=[O:12])[C:6]2=[CH:7][C:8]=1[O:9][CH3:10].[ClH:35]. (3) The reactants are [NH2:1][C:2]1[CH:3]=[C:4]([OH:8])[CH:5]=[CH:6][CH:7]=1.C(=O)([O-])[O-].[K+].[K+].F[C:16]1[CH:17]=[C:18]([CH:48]=[CH:49][CH:50]=1)[O:19][C:20]1[CH:21]=[C:22]([CH:45]=[CH:46][CH:47]=1)[O:23][C:24]1[CH:29]=[CH:28][CH:27]=[C:26]([O:30][C:31]2[CH:36]=[CH:35][CH:34]=[C:33]([O:37][C:38]3[CH:43]=[CH:42][CH:41]=[C:40](F)[CH:39]=3)[CH:32]=2)[CH:25]=1.[NH2:51][C:52]1[CH:53]=[C:54]([CH:133]=[CH:134][CH:135]=1)[O:55]C1C=C(C=CC=1)OC1C=C(C2C(OC3C=CC=C(OC4C=CC=C(F)C=4)C=3)=CC=CC=2OC2C=CC=C(OC3C=CC=C(OC4C=CC=C(F)C=4)C=3)C=2C2C=CC=C(OC3C=CC=C(OC4C=CC=C(N)C=4)C=3)C=2)C=CC=1. The catalyst is CN1C(=O)N(C)CC1. The product is [NH2:1][C:2]1[CH:3]=[C:4]([CH:5]=[CH:6][CH:7]=1)[O:8][C:16]1[CH:17]=[C:18]([CH:48]=[CH:49][CH:50]=1)[O:19][C:20]1[CH:21]=[C:22]([CH:45]=[CH:46][CH:47]=1)[O:23][C:24]1[CH:29]=[CH:28][CH:27]=[C:26]([O:30][C:31]2[CH:36]=[CH:35][CH:34]=[C:33]([O:37][C:38]3[CH:43]=[CH:42][CH:41]=[C:40]([O:55][C:54]4[CH:133]=[CH:134][CH:135]=[C:52]([NH2:51])[CH:53]=4)[CH:39]=3)[CH:32]=2)[CH:25]=1. The yield is 0.860. (4) The reactants are [H-].[Na+].[C:3]([O:7][C:8](=[O:20])[NH:9][CH:10]([C:12]1[CH:13]=[N:14][C:15]([F:19])=[CH:16][C:17]=1[I:18])[CH3:11])([CH3:6])([CH3:5])[CH3:4].I[CH2:22][CH3:23]. The catalyst is CN(C)C=O. The product is [C:3]([O:7][C:8](=[O:20])[N:9]([CH2:22][CH3:23])[CH:10]([C:12]1[CH:13]=[N:14][C:15]([F:19])=[CH:16][C:17]=1[I:18])[CH3:11])([CH3:4])([CH3:5])[CH3:6]. The yield is 0.970. (5) The reactants are Br[C:2]1[CH:3]=[N:4][CH:5]=[CH:6][C:7]=1[N:8]1[CH2:13][CH2:12][CH:11]([C:14]([NH2:16])=[O:15])[CH2:10][CH2:9]1.[C:17]1(B(O)O)[CH:22]=[CH:21][CH:20]=[CH:19][CH:18]=1.P([O-])([O-])([O-])=O.[K+].[K+].[K+].C(=O)([O-])O.[Na+]. The catalyst is C1(C)C=CC=CC=1. The product is [C:17]1([C:2]2[CH:3]=[N:4][CH:5]=[CH:6][C:7]=2[N:8]2[CH2:13][CH2:12][CH:11]([C:14]([NH2:16])=[O:15])[CH2:10][CH2:9]2)[CH:22]=[CH:21][CH:20]=[CH:19][CH:18]=1. The yield is 0.250. (6) The reactants are [CH2:1]([O:3][C:4]1[CH:9]=[C:8](I)[C:7]([F:11])=[CH:6][C:5]=1[O:12][CH3:13])[CH3:2].[Li]CCCC.[B:19](OC)([O:22]C)[O:20]C. The catalyst is C1COCC1. The product is [CH2:1]([O:3][C:4]1[C:5]([O:12][CH3:13])=[CH:6][C:7]([F:11])=[C:8]([B:19]([OH:22])[OH:20])[CH:9]=1)[CH3:2]. The yield is 0.800. (7) The reactants are Cl[CH2:2][C:3]([NH:5][C:6]1[S:7][C:8]2[C:13]([N:14]=1)=[CH:12][CH:11]=[C:10]([O:15][C:16]1[CH:17]=[C:18]([NH:23][C:24](=[O:36])[C:25]3[CH:30]=[CH:29][CH:28]=[C:27]([C:31]([C:34]#[N:35])([CH3:33])[CH3:32])[CH:26]=3)[CH:19]=[CH:20][C:21]=1[CH3:22])[N:9]=2)=[O:4].[NH:37]1[CH2:42][CH2:41][O:40][CH2:39][CH2:38]1.C(N(CC)CC)C. The catalyst is O1CCCC1. The product is [C:34]([C:31]([C:27]1[CH:26]=[C:25]([CH:30]=[CH:29][CH:28]=1)[C:24]([NH:23][C:18]1[CH:19]=[CH:20][C:21]([CH3:22])=[C:16]([O:15][C:10]2[N:9]=[C:8]3[S:7][C:6]([NH:5][C:3](=[O:4])[CH2:2][N:37]4[CH2:42][CH2:41][O:40][CH2:39][CH2:38]4)=[N:14][C:13]3=[CH:12][CH:11]=2)[CH:17]=1)=[O:36])([CH3:32])[CH3:33])#[N:35]. The yield is 0.550.